This data is from Forward reaction prediction with 1.9M reactions from USPTO patents (1976-2016). The task is: Predict the product of the given reaction. (1) Given the reactants [O:1]=[O+][O-].[CH2:4]([C@@:7]1([C:23]2[CH:28]=[CH:27][C:26]([F:29])=[CH:25][CH:24]=2)[O:12][C:11](=[O:13])[N:10]([C@H:14]([C:16]2[CH:21]=[CH:20][C:19]([F:22])=[CH:18][CH:17]=2)[CH3:15])[CH2:9][CH2:8]1)[CH:5]=C.C1C=CC(P(C2C=CC=CC=2)C2C=CC=CC=2)=CC=1, predict the reaction product. The product is: [F:29][C:26]1[CH:27]=[CH:28][C:23]([C@:7]2([CH2:4][CH:5]=[O:1])[O:12][C:11](=[O:13])[N:10]([C@H:14]([C:16]3[CH:17]=[CH:18][C:19]([F:22])=[CH:20][CH:21]=3)[CH3:15])[CH2:9][CH2:8]2)=[CH:24][CH:25]=1. (2) Given the reactants [CH2:1]([O:8][C@H:9]1[C@H:14]([O:15][CH2:16][C:17]2[CH:22]=[CH:21][CH:20]=[CH:19][CH:18]=2)[C@@H:13]([O:23][CH2:24][C:25]2[CH:30]=[CH:29][CH:28]=[CH:27][CH:26]=2)[C@@:12]([C:33]2[CH:38]=[CH:37][C:36]([Cl:39])=[C:35]([CH2:40][C:41]3[CH:46]=[CH:45][C:44]([O:47][CH2:48][CH3:49])=[CH:43][CH:42]=3)[CH:34]=2)([O:31][CH3:32])[O:11][C@@:10]1([CH2:52][OH:53])[CH:50]=[O:51])[C:2]1[CH:7]=[CH:6][CH:5]=[CH:4][CH:3]=1.[CH3:54][Mg]Br, predict the reaction product. The product is: [CH2:1]([O:8][C@H:9]1[C@H:14]([O:15][CH2:16][C:17]2[CH:18]=[CH:19][CH:20]=[CH:21][CH:22]=2)[C@@H:13]([O:23][CH2:24][C:25]2[CH:30]=[CH:29][CH:28]=[CH:27][CH:26]=2)[C@@:12]([C:33]2[CH:38]=[CH:37][C:36]([Cl:39])=[C:35]([CH2:40][C:41]3[CH:42]=[CH:43][C:44]([O:47][CH2:48][CH3:49])=[CH:45][CH:46]=3)[CH:34]=2)([O:31][CH3:32])[O:11][C@:10]1([CH:52]([OH:53])[CH3:54])[CH2:50][OH:51])[C:2]1[CH:7]=[CH:6][CH:5]=[CH:4][CH:3]=1. (3) Given the reactants C(OC([NH:8][C:9]1[S:13][C:12]([C:14]2[C:19]([F:20])=[CH:18][CH:17]=[CH:16][C:15]=2[F:21])=[N:11][C:10]=1[C:22]([NH:24][C:25]1[CH:29]=[N:28][N:27]([CH3:30])[C:26]=1[N:31]1[CH2:37][CH2:36][C@H:35](O)[C@H:34]([NH:39][C:40](=[O:46])[O:41]C(C)(C)C)[CH2:33][CH2:32]1)=[O:23])=O)(C)(C)C.[H-].[Na+].CO, predict the reaction product. The product is: [O:46]=[C:40]1[NH:39][C@@H:34]2[CH2:33][CH2:32][N:31]([C:26]3[N:27]([CH3:30])[N:28]=[CH:29][C:25]=3[NH:24][C:22]([C:10]3[N:11]=[C:12]([C:14]4[C:19]([F:20])=[CH:18][CH:17]=[CH:16][C:15]=4[F:21])[S:13][C:9]=3[NH2:8])=[O:23])[CH2:37][CH2:36][C@@H:35]2[O:41]1. (4) Given the reactants C[C:2]1[CH:7]=[C:6]([OH:8])[CH:5]=[CH:4][C:3]=1[C:9]#[C:10][C:11]([O-:13])=[O:12].[OH-].[Na+].Cl, predict the reaction product. The product is: [OH:8][C:6]1[CH:5]=[CH:4][C:3]([C:9]#[C:10][C:11]([OH:13])=[O:12])=[CH:2][CH:7]=1. (5) Given the reactants [C:1]([O:5][C:6]([NH:8][C@H:9]([CH3:25])[CH2:10][C:11]1[C:19]2[C:14](=[C:15]([O:20][CH2:21][C:22](O)=[O:23])[CH:16]=[CH:17][CH:18]=2)[NH:13][CH:12]=1)=[O:7])([CH3:4])([CH3:3])[CH3:2].C(N1C=CN=C1)(N1C=CN=C1)=O.[CH3:38][S:39]([NH2:42])(=[O:41])=[O:40].N12CCCN=C1CCCCC2, predict the reaction product. The product is: [CH3:38][S:39]([NH:42][C:22](=[O:23])[CH2:21][O:20][C:15]1[CH:16]=[CH:17][CH:18]=[C:19]2[C:14]=1[NH:13][CH:12]=[C:11]2[CH2:10][C@H:9]([NH:8][C:6](=[O:7])[O:5][C:1]([CH3:4])([CH3:3])[CH3:2])[CH3:25])(=[O:41])=[O:40].